This data is from NCI-60 drug combinations with 297,098 pairs across 59 cell lines. The task is: Regression. Given two drug SMILES strings and cell line genomic features, predict the synergy score measuring deviation from expected non-interaction effect. (1) Drug 1: CC1=CC=C(C=C1)C2=CC(=NN2C3=CC=C(C=C3)S(=O)(=O)N)C(F)(F)F. Drug 2: CCN(CC)CCCC(C)NC1=C2C=C(C=CC2=NC3=C1C=CC(=C3)Cl)OC. Cell line: MDA-MB-435. Synergy scores: CSS=22.3, Synergy_ZIP=-1.73, Synergy_Bliss=3.06, Synergy_Loewe=-8.43, Synergy_HSA=2.88. (2) Drug 1: CC1CCC2CC(C(=CC=CC=CC(CC(C(=O)C(C(C(=CC(C(=O)CC(OC(=O)C3CCCCN3C(=O)C(=O)C1(O2)O)C(C)CC4CCC(C(C4)OC)OCCO)C)C)O)OC)C)C)C)OC. Drug 2: C1CN(P(=O)(OC1)NCCCl)CCCl. Cell line: SF-539. Synergy scores: CSS=-4.88, Synergy_ZIP=3.27, Synergy_Bliss=2.28, Synergy_Loewe=-7.19, Synergy_HSA=-2.95. (3) Drug 1: CC1=C(C=C(C=C1)NC2=NC=CC(=N2)N(C)C3=CC4=NN(C(=C4C=C3)C)C)S(=O)(=O)N.Cl. Drug 2: CN(CC1=CN=C2C(=N1)C(=NC(=N2)N)N)C3=CC=C(C=C3)C(=O)NC(CCC(=O)O)C(=O)O. Cell line: IGROV1. Synergy scores: CSS=11.6, Synergy_ZIP=-8.21, Synergy_Bliss=-4.57, Synergy_Loewe=-33.2, Synergy_HSA=-5.15.